The task is: Predict the reaction yield, written as a fraction of the theoretical maximum amount of product (1.0 means a 100% yield; for example, 0.34 means a 34% yield).. This data is from Reaction yield outcomes from USPTO patents with 853,638 reactions. (1) The reactants are C(O)(C(F)(F)F)=O.C(OC([N:15](C(OC(C)(C)C)=O)[C:16]1[C:17]([C:35]2[O:39][C:38]([C:40]3[CH:55]=[CH:54][C:43]([CH2:44][N:45](C)[C:46](=O)OC(C)(C)C)=[CH:42][CH:41]=3)=[N:37][N:36]=2)=[N:18][C:19]([C:22]2[CH:27]=[CH:26][C:25]([S:28]([CH:31]([CH3:33])[CH3:32])(=[O:30])=[O:29])=[CH:24][C:23]=2[F:34])=[CH:20][N:21]=1)=O)(C)(C)C. The catalyst is C(Cl)Cl. The product is [F:34][C:23]1[CH:24]=[C:25]([S:28]([CH:31]([CH3:33])[CH3:32])(=[O:29])=[O:30])[CH:26]=[CH:27][C:22]=1[C:19]1[N:18]=[C:17]([C:35]2[O:39][C:38]([C:40]3[CH:41]=[CH:42][C:43]([CH2:44][NH:45][CH3:46])=[CH:54][CH:55]=3)=[N:37][N:36]=2)[C:16]([NH2:15])=[N:21][CH:20]=1. The yield is 0.620. (2) The reactants are [C:1]([O:4][C@H:5]1[C@H:11]([O:12][C:13](=[O:15])[CH3:14])[C@@H:10]([O:16][C:17](=[O:19])[CH3:18])[C@:9]2([C:21]3[CH:26]=[CH:25][C:24]([Cl:27])=[C:23]([CH2:28][C:29]4[CH:34]=[CH:33][C:32]([O:35][C:36]5[CH:41]=[CH:40][C:39]([C:42](=O)[CH3:43])=[CH:38][CH:37]=5)=[CH:31][CH:30]=4)[CH:22]=3)[O:20][C@@:6]1([CH2:45][O:46][C:47](=[O:49])[CH3:48])[CH2:7][O:8]2)(=[O:3])[CH3:2].N1C=CC=CC=1.Cl.[CH2:57]([O:59][NH2:60])[CH3:58]. The catalyst is C(O)C.C(OCC)(=O)C. The product is [C:1]([O:4][C@H:5]1[C@H:11]([O:12][C:13](=[O:15])[CH3:14])[C@@H:10]([O:16][C:17](=[O:19])[CH3:18])[C@:9]2([C:21]3[CH:26]=[CH:25][C:24]([Cl:27])=[C:23]([CH2:28][C:29]4[CH:34]=[CH:33][C:32]([O:35][C:36]5[CH:41]=[CH:40][C:39]([C:42](=[N:60][O:59][CH2:57][CH3:58])[CH3:43])=[CH:38][CH:37]=5)=[CH:31][CH:30]=4)[CH:22]=3)[O:20][C@@:6]1([CH2:45][O:46][C:47](=[O:49])[CH3:48])[CH2:7][O:8]2)(=[O:3])[CH3:2]. The yield is 0.720. (3) The reactants are [CH3:1][O:2][C:3]([C:5]1[C:21]([NH:22][C:23]2[CH:28]=[CH:27][C:26](I)=[CH:25][C:24]=2[CH3:30])=[C:20]([F:31])[C:8]2[N:9]=[C:10]([CH2:12][O:13][CH2:14][CH2:15][Si:16]([CH3:19])([CH3:18])[CH3:17])[NH:11][C:7]=2[CH:6]=1)=[O:4].[CH3:32][N:33](C=O)C. The catalyst is C1C=CC(P(C2C=CC=CC=2)[C-]2C=CC=C2)=CC=1.C1C=CC(P(C2C=CC=CC=2)[C-]2C=CC=C2)=CC=1.[Fe+2].C1C=CC(/C=C/C(/C=C/C2C=CC=CC=2)=O)=CC=1.C1C=CC(/C=C/C(/C=C/C2C=CC=CC=2)=O)=CC=1.C1C=CC(/C=C/C(/C=C/C2C=CC=CC=2)=O)=CC=1.[Pd].[Pd].[C-]#N.[C-]#N.[Zn+2]. The product is [CH3:1][O:2][C:3]([C:5]1[C:21]([NH:22][C:23]2[CH:28]=[CH:27][C:26]([C:32]#[N:33])=[CH:25][C:24]=2[CH3:30])=[C:20]([F:31])[C:8]2[N:9]=[C:10]([CH2:12][O:13][CH2:14][CH2:15][Si:16]([CH3:19])([CH3:18])[CH3:17])[NH:11][C:7]=2[CH:6]=1)=[O:4]. The yield is 0.770. (4) The reactants are [CH2:1]([Li])[CH2:2][CH2:3][CH3:4].[CH3:6][CH2:7][O:8][C:9]([CH:11]([Cl:20])P(OCC)(OCC)=O)=[O:10].[Cl-].[NH4+]. The catalyst is C1COCC1. The product is [Cl:20]/[C:11](=[C:3](\[C:2]1[CH:1]=[CH:4][C:3]([O:10][CH2:9][O:8][CH3:7])=[CH:2][CH:1]=1)/[CH3:4])/[C:9]([O:8][CH2:7][CH3:6])=[O:10]. The yield is 0.0400. (5) The reactants are C(C1C(=O)C(Cl)=C(Cl)C(=O)C=1C#N)#N.[F:15][C:16]1[CH:25]=[C:24]2[C:19]([CH2:20][CH2:21][C:22](=[O:26])[NH:23]2)=[CH:18][CH:17]=1. The catalyst is O1CCOCC1. The product is [F:15][C:16]1[CH:25]=[C:24]2[C:19]([CH:20]=[CH:21][C:22](=[O:26])[NH:23]2)=[CH:18][CH:17]=1. The yield is 0.180. (6) The yield is 0.790. The product is [F:23][C:24]([F:28])([F:27])[CH2:25][NH:26][C:20]([C:17]1[S:16][C:15]([CH2:14][CH2:13][C:3]2[C:4]([C:7]3[CH:12]=[CH:11][CH:10]=[CH:9][N:8]=3)=[N:5][O:6][C:2]=2[CH3:1])=[N:19][CH:18]=1)=[O:22]. The reactants are [CH3:1][C:2]1[O:6][N:5]=[C:4]([C:7]2[CH:12]=[CH:11][CH:10]=[CH:9][N:8]=2)[C:3]=1[CH2:13][CH2:14][C:15]1[S:16][C:17]([C:20]([OH:22])=O)=[CH:18][N:19]=1.[F:23][C:24]([F:28])([F:27])[CH2:25][NH2:26]. No catalyst specified. (7) The product is [CH2:3]([O:5][C:6]1[N:11]=[C:10]([CH2:12][OH:13])[CH:9]=[CH:8][CH:7]=1)[CH3:4]. The reactants are [BH4-].[Na+].[CH2:3]([O:5][C:6]1[N:11]=[C:10]([C:12](OCC)=[O:13])[CH:9]=[CH:8][CH:7]=1)[CH3:4]. The catalyst is CCO. The yield is 0.940. (8) The reactants are [S:1](=[O:31])(=[O:30])([O:3][CH2:4][C@@H:5]1[C@@H:9]([OH:10])[CH2:8][C@H:7]([N:11]2[C:15]3[N:16]=[CH:17][N:18]=[C:19]([CH2:20][CH2:21][C:22]4[CH:27]=[CH:26][CH:25]=[CH:24][CH:23]=4)[C:14]=3[C:13]([C:28]#[CH:29])=[CH:12]2)[O:6]1)[NH2:2].O. The catalyst is CCO.[Pd]. The product is [S:1](=[O:30])(=[O:31])([O:3][CH2:4][C@@H:5]1[C@@H:9]([OH:10])[CH2:8][C@H:7]([N:11]2[C:15]3[N:16]=[CH:17][N:18]=[C:19]([CH2:20][CH2:21][C:22]4[CH:27]=[CH:26][CH:25]=[CH:24][CH:23]=4)[C:14]=3[C:13]([CH2:28][CH3:29])=[CH:12]2)[O:6]1)[NH2:2]. The yield is 0.110. (9) The reactants are [O:1]=[S:2]1(=[O:49])[CH2:7][CH2:6][N:5]([CH2:8][CH2:9][NH:10][C@:11]23[CH2:45][CH2:44][C@@H:43]([C:46]([CH3:48])=[CH2:47])[C@@H:12]2[C@@H:13]2[C@@:26]([CH3:29])([CH2:27][CH2:28]3)[C@@:25]3([CH3:30])[C@@H:16]([C@:17]4([CH3:42])[C@@H:22]([CH2:23][CH2:24]3)[C:21]([CH3:32])([CH3:31])[C:20]([C:33]3[CH:41]=[CH:40][C:36]([C:37]([OH:39])=[O:38])=[CH:35][CH:34]=3)=[CH:19][CH2:18]4)[CH2:15][CH2:14]2)[CH2:4][CH2:3]1.[H][H]. The catalyst is CO.C(OCC)(=O)C.[Pd]. The yield is 0.280. The product is [O:49]=[S:2]1(=[O:1])[CH2:7][CH2:6][N:5]([CH2:8][CH2:9][NH:10][C@:11]23[CH2:45][CH2:44][C@@H:43]([CH:46]([CH3:47])[CH3:48])[C@@H:12]2[C@@H:13]2[C@@:26]([CH3:29])([CH2:27][CH2:28]3)[C@@:25]3([CH3:30])[C@@H:16]([C@:17]4([CH3:42])[C@@H:22]([CH2:23][CH2:24]3)[C:21]([CH3:32])([CH3:31])[C:20]([C:33]3[CH:41]=[CH:40][C:36]([C:37]([OH:39])=[O:38])=[CH:35][CH:34]=3)=[CH:19][CH2:18]4)[CH2:15][CH2:14]2)[CH2:4][CH2:3]1.